Task: Predict which catalyst facilitates the given reaction.. Dataset: Catalyst prediction with 721,799 reactions and 888 catalyst types from USPTO (1) Reactant: ClC(Cl)(O[C:5](=[O:11])OC(Cl)(Cl)Cl)Cl.Cl.[S:14]1[CH:18]=[CH:17][CH:16]=[C:15]1[C:19]1[N:23]=[C:22]([CH:24]2[CH2:29][CH2:28][NH2+:27][CH2:26][CH2:25]2)[O:21][N:20]=1.C(N(CC)CC)C.[CH:37]1([NH2:40])[CH2:39][CH2:38]1. The catalyst class is: 451. Product: [CH:37]1([NH:40][C:5]([N:27]2[CH2:28][CH2:29][CH:24]([C:22]3[O:21][N:20]=[C:19]([C:15]4[S:14][CH:18]=[CH:17][CH:16]=4)[N:23]=3)[CH2:25][CH2:26]2)=[O:11])[CH2:39][CH2:38]1. (2) Reactant: CC1(C)C(C)(C)OB(C2C=CC=C([N+:15]([O-:17])=[O:16])C=2)O1.[Cl:19][C:20]1[CH:38]=[CH:37][C:23]([C:24]([NH:26][C:27]2[CH:32]=[CH:31][CH:30]=[C:29]([C:33]([F:36])([F:35])[F:34])[CH:28]=2)=[O:25])=[CH:22][C:21]=1I.C(=O)([O-])[O-].[K+].[K+].[C:46]1(C)[CH:51]=[CH:50][CH:49]=[CH:48][CH:47]=1. Product: [Cl:19][C:20]1[CH:38]=[CH:37][C:23]([N+:15]([O-:17])=[O:16])([C:24]([NH:26][C:27]2[CH:32]=[CH:31][CH:30]=[C:29]([C:33]([F:36])([F:35])[F:34])[CH:28]=2)=[O:25])[CH2:22][C:21]=1[C:46]1[CH:51]=[CH:50][CH:49]=[CH:48][CH:47]=1. The catalyst class is: 97. (3) Reactant: [F:1][C:2]1[CH:7]=[CH:6][C:5]([C@@H:8]([NH:10][C:11]2[S:12][C:13]([C:18]3[CH:26]=[CH:25][C:21]([C:22](Cl)=[O:23])=[CH:20][CH:19]=3)([CH3:17])[C:14](=[O:16])[N:15]=2)[CH3:9])=[CH:4][CH:3]=1.[NH:27]1[CH2:31][CH2:30][CH2:29][CH2:28]1.O. Product: [F:1][C:2]1[CH:7]=[CH:6][C:5]([C@@H:8]([NH:10][C:11]2[S:12][C:13]([CH3:17])([C:18]3[CH:26]=[CH:25][C:21]([C:22]([N:27]4[CH2:31][CH2:30][CH2:29][CH2:28]4)=[O:23])=[CH:20][CH:19]=3)[C:14](=[O:16])[N:15]=2)[CH3:9])=[CH:4][CH:3]=1. The catalyst class is: 2. (4) Reactant: [Cl:1][C:2]1[CH:10]=[C:9]2[C:5]([C:6]([CH3:11])=[CH:7][NH:8]2)=[CH:4][CH:3]=1.[H-].[Na+].[CH3:14][O:15][C:16]1[CH:21]=[CH:20][C:19]([S:22](Cl)(=[O:24])=[O:23])=[CH:18][C:17]=1[N:26]1[CH2:31][CH2:30][N:29]([C:32](=[O:37])[C:33]([Cl:36])([Cl:35])[Cl:34])[CH2:28][CH2:27]1. Product: [Cl:36][C:33]([Cl:34])([Cl:35])[C:32]([N:29]1[CH2:30][CH2:31][N:26]([C:17]2[CH:18]=[C:19]([S:22]([N:8]3[C:9]4[C:5](=[CH:4][CH:3]=[C:2]([Cl:1])[CH:10]=4)[C:6]([CH3:11])=[CH:7]3)(=[O:23])=[O:24])[CH:20]=[CH:21][C:16]=2[O:15][CH3:14])[CH2:27][CH2:28]1)=[O:37]. The catalyst class is: 1.